Predict the reactants needed to synthesize the given product. From a dataset of Full USPTO retrosynthesis dataset with 1.9M reactions from patents (1976-2016). (1) The reactants are: [N+:1]([C:4]1[CH:5]=[N:6][C:7]2[CH2:8][CH2:9][C:10](=O)[CH2:11][C:12]=2[CH:13]=1)([O-:3])=[O:2].[CH3:15][NH:16][CH2:17][CH2:18][C:19]1[CH:24]=[CH:23][CH:22]=[CH:21][CH:20]=1.C(O[BH-](OC(=O)C)OC(=O)C)(=O)C.[Na+].C([O-])(O)=O.[Na+]. Given the product [CH3:15][N:16]([CH2:17][CH2:18][C:19]1[CH:24]=[CH:23][CH:22]=[CH:21][CH:20]=1)[CH:10]1[CH2:9][CH2:8][C:7]2[N:6]=[CH:5][C:4]([N+:1]([O-:3])=[O:2])=[CH:13][C:12]=2[CH2:11]1, predict the reactants needed to synthesize it. (2) The reactants are: C[N:2]([CH:4]=[C:5]1[CH2:17][CH2:16][C:15]2[C:14]3[C:9](=[CH:10][CH:11]=[C:12]([N+:18]([O-:20])=[O:19])[CH:13]=3)[NH:8][C:7]=2[C:6]1=O)C.O.[NH2:23]N. Given the product [N+:18]([C:12]1[CH:13]=[C:14]2[C:9](=[CH:10][CH:11]=1)[NH:8][C:7]1[C:6]3=[N:23][NH:2][CH:4]=[C:5]3[CH2:17][CH2:16][C:15]2=1)([O-:20])=[O:19], predict the reactants needed to synthesize it. (3) Given the product [CH3:39][O:38][C:8]1[C:9]([CH2:13][CH:14]([NH:28][C:29](=[O:37])[CH2:30][CH2:31][CH2:32][S:33](=[O:36])(=[O:35])[NH2:34])[B:15]2[O:23][CH:22]3[C:17]([CH3:27])([CH:18]4[CH2:24][CH:20]([CH2:21]3)[C:19]4([CH3:26])[CH3:25])[O:16]2)=[CH:10][CH:11]=[CH:12][C:7]=1[C:6]([OH:40])=[O:5], predict the reactants needed to synthesize it. The reactants are: C([O:5][C:6](=[O:40])[C:7]1[CH:12]=[CH:11][CH:10]=[C:9]([CH2:13][CH:14]([NH:28][C:29](=[O:37])[CH2:30][CH2:31][CH2:32][S:33](=[O:36])(=[O:35])[NH2:34])[B:15]2[O:23][CH:22]3[C:17]([CH3:27])([CH:18]4[CH2:24][CH:20]([CH2:21]3)[C:19]4([CH3:26])[CH3:25])[O:16]2)[C:8]=1[O:38][CH3:39])(C)(C)C.FC(F)(F)C(O)=O.